Dataset: Catalyst prediction with 721,799 reactions and 888 catalyst types from USPTO. Task: Predict which catalyst facilitates the given reaction. (1) Reactant: [CH3:1][C@H:2]1[CH2:7][CH2:6][C@H:5]([C:8]([OH:10])=O)[CH2:4][CH2:3]1.C(Cl)(=O)C([Cl:14])=O. Product: [CH3:1][C@H:2]1[CH2:7][CH2:6][C@H:5]([C:8]([Cl:14])=[O:10])[CH2:4][CH2:3]1. The catalyst class is: 120. (2) Reactant: [Cl:1][C:2]1[CH:7]=[CH:6][C:5]([C:8]2([CH2:16][S:17][CH2:18][C:19]([O:21]CC)=[O:20])[O:13][CH2:12][C:11]([CH3:15])([CH3:14])[CH2:10][O:9]2)=[CH:4][CH:3]=1.[Li+].[OH-]. Product: [Cl:1][C:2]1[CH:7]=[CH:6][C:5]([C:8]2([CH2:16][S:17][CH2:18][C:19]([OH:21])=[O:20])[O:9][CH2:10][C:11]([CH3:15])([CH3:14])[CH2:12][O:13]2)=[CH:4][CH:3]=1. The catalyst class is: 20. (3) Reactant: [S:1]1[CH:5]=[CH:4][C:3]([O:6][C:7]2[CH:21]=[CH:20][C:10]([O:11][CH:12]3[CH:17]4[CH2:18][CH2:19][N:14]([CH2:15][CH2:16]4)[CH2:13]3)=[CH:9][CH:8]=2)=[CH:2]1.[ClH:22].O1CCOCC1. Product: [ClH:22].[S:1]1[CH:5]=[CH:4][C:3]([O:6][C:7]2[CH:8]=[CH:9][C:10]([O:11][CH:12]3[CH:17]4[CH2:16][CH2:15][N:14]([CH2:19][CH2:18]4)[CH2:13]3)=[CH:20][CH:21]=2)=[CH:2]1. The catalyst class is: 13. (4) Reactant: [CH3:1][NH:2][C:3]1[C:8]([NH2:9])=[CH:7][C:6]([S:10][C:11]([F:14])([F:13])[F:12])=[CH:5][N:4]=1.[CH:15](O)=O. Product: [CH3:1][N:2]1[C:3]2=[N:4][CH:5]=[C:6]([S:10][C:11]([F:12])([F:14])[F:13])[CH:7]=[C:8]2[N:9]=[CH:15]1. The catalyst class is: 6. (5) Reactant: [F:1][C:2]([F:15])([F:14])[C:3]1[CH:13]=[CH:12][C:6]([CH:7]=[CH:8][C:9]([OH:11])=[O:10])=[CH:5][CH:4]=1. Product: [F:1][C:2]([F:14])([F:15])[C:3]1[CH:4]=[CH:5][C:6]([CH2:7][CH2:8][C:9]([OH:11])=[O:10])=[CH:12][CH:13]=1. The catalyst class is: 19.